This data is from Full USPTO retrosynthesis dataset with 1.9M reactions from patents (1976-2016). The task is: Predict the reactants needed to synthesize the given product. (1) Given the product [OH:1][C@H:2]([CH2:6][O:7][C:8]([C:21]1[CH:26]=[CH:25][CH:24]=[CH:23][CH:22]=1)([C:9]1[CH:14]=[CH:13][CH:12]=[CH:11][CH:10]=1)[C:15]1[CH:16]=[CH:17][CH:18]=[CH:19][CH:20]=1)[CH2:3][C:4]([NH2:5])=[O:28], predict the reactants needed to synthesize it. The reactants are: [OH:1][C@H:2]([CH2:6][O:7][C:8]([C:21]1[CH:26]=[CH:25][CH:24]=[CH:23][CH:22]=1)([C:15]1[CH:20]=[CH:19][CH:18]=[CH:17][CH:16]=1)[C:9]1[CH:14]=[CH:13][CH:12]=[CH:11][CH:10]=1)[CH2:3][C:4]#[N:5].N.[OH:28]O. (2) Given the product [C:1]([C:3]1[CH:8]=[CH:7][C:6]([C:9]2[CH:14]=[CH:13][CH:12]=[C:11]([C:16]3[NH:20][C:19]4[CH:21]=[CH:22][C:23]([C:25]#[N:26])=[CH:24][C:18]=4[N:17]=3)[CH:10]=2)=[C:5]([CH3:27])[CH:4]=1)#[N:2], predict the reactants needed to synthesize it. The reactants are: [C:1]([C:3]1[CH:8]=[CH:7][C:6]([C:9]2[CH:14]=[CH:13][C:12](O)=[C:11]([C:16]3[NH:20][C:19]4[CH:21]=[CH:22][C:23]([C:25]#[N:26])=[CH:24][C:18]=4[N:17]=3)[CH:10]=2)=[CH:5][CH:4]=1)#[N:2].[CH:27](C1C=C(C2C=CC=C(C#N)C=2)C=CC=1O)=O.C(O)(=O)C.C(C1C=CC(C2C=CC(OC)=C(C3NC4C=CC(C(N)=N)=CC=4N=3)C=2)=CC=1)(=N)N.C(C1C=C(C2C=CC(O)=C(C3NC4C=CC(C#N)=CC=4N=3)C=2)C=CC=1)#N. (3) Given the product [CH:1]1([NH:4][C:9]([NH:25][NH:24][C:26]2[C:31]([I:32])=[CH:30][CH:29]=[CH:28][N:27]=2)=[O:15])[CH2:3][CH2:2]1, predict the reactants needed to synthesize it. The reactants are: [CH:1]1([NH2:4])[CH2:3][CH2:2]1.ClC(Cl)(O[C:9](=[O:15])OC(Cl)(Cl)Cl)Cl.C(N(CC)CC)C.[NH:24]([C:26]1[C:31]([I:32])=[CH:30][CH:29]=[CH:28][N:27]=1)[NH2:25]. (4) Given the product [F:12][C:13]1[CH:14]=[CH:15]/[C:16](=[N:19]\[S:8]([C:5]2[CH:6]=[CH:7][C:2]([CH3:1])=[CH:3][CH:4]=2)(=[O:10])=[O:9])/[NH:17][CH:18]=1, predict the reactants needed to synthesize it. The reactants are: [CH3:1][C:2]1[CH:7]=[CH:6][C:5]([S:8](Cl)(=[O:10])=[O:9])=[CH:4][CH:3]=1.[F:12][C:13]1[CH:14]=[CH:15][C:16]([NH2:19])=[N:17][CH:18]=1. (5) Given the product [OH:14][CH:13]([P:20](=[O:27])([O:24][CH2:25][CH3:26])[O:21][CH2:22][CH3:23])[C:12]1[CH:15]=[CH:16][CH:17]=[C:10]([O:9][C:6]2[CH:5]=[CH:4][C:3]([C:2]([F:18])([F:1])[F:19])=[CH:8][N:7]=2)[CH:11]=1, predict the reactants needed to synthesize it. The reactants are: [F:1][C:2]([F:19])([F:18])[C:3]1[CH:4]=[CH:5][C:6]([O:9][C:10]2[CH:11]=[C:12]([CH:15]=[CH:16][CH:17]=2)[CH:13]=[O:14])=[N:7][CH:8]=1.[P:20]([O:27]CC)([O:24][CH2:25][CH3:26])[O:21][CH2:22][CH3:23].C[Si](Cl)(C)C. (6) Given the product [C:21]([C:18]1[CH:19]=[CH:20][N:15]2[N:14]=[CH:13][C:12]([C:7]3[N:6]=[C:5]4[C:10]([NH:11][C:3](=[O:2])[N:4]4[C@H:23]4[CH2:28][CH2:27][CH2:26][N:25]([S:31]([N:30]([CH3:35])[CH3:29])(=[O:33])=[O:32])[CH2:24]4)=[CH:9][N:8]=3)=[C:16]2[CH:17]=1)#[N:22], predict the reactants needed to synthesize it. The reactants are: Cl.[O:2]=[C:3]1[NH:11][C:10]2[C:5](=[N:6][C:7]([C:12]3[CH:13]=[N:14][N:15]4[CH:20]=[CH:19][C:18]([C:21]#[N:22])=[CH:17][C:16]=34)=[N:8][CH:9]=2)[N:4]1[C@H:23]1[CH2:28][CH2:27][CH2:26][NH:25][CH2:24]1.[CH3:29][N:30]([CH3:35])[S:31](Cl)(=[O:33])=[O:32]. (7) Given the product [Br:18][C:2]1[S:1][C:5]([CH:16]=[O:17])=[C:4]([Br:10])[N:3]=1, predict the reactants needed to synthesize it. The reactants are: [S:1]1[CH2:5][C:4](=O)[NH:3][C:2]1=O.P(Br)(Br)([Br:10])=O.CN([CH:16]=[O:17])C.[BrH:18]. (8) Given the product [CH2:3]([O:10][C:11]1[CH:16]=[C:15]([Cl:17])[CH:14]=[CH:13][C:12]=1[O:18][C:4]([CH3:9])([CH3:5])[C:3]([OH:10])=[O:1])[C:4]1[CH:5]=[CH:6][CH:7]=[CH:8][CH:9]=1, predict the reactants needed to synthesize it. The reactants are: [OH-:1].[Na+].[CH2:3]([O:10][C:11]1[CH:16]=[C:15]([Cl:17])[CH:14]=[CH:13][C:12]=1[OH:18])[C:4]1[CH:9]=[CH:8][CH:7]=[CH:6][CH:5]=1. (9) Given the product [Cl:1][C:2]1[CH:3]=[CH:4][C:5]2[N:11]3[C:12]([CH2:15][F:16])=[N:13][N:14]=[C:10]3[C@H:9]([CH2:17][C:18]3[S:19][C:20]([CH2:23][CH2:24][C:25]([OH:27])=[O:26])=[CH:21][N:22]=3)[S:8][C@@H:7]([C:29]3[CH:34]=[CH:33][CH:32]=[C:31]([O:35][CH3:36])[C:30]=3[O:37][CH3:38])[C:6]=2[CH:39]=1, predict the reactants needed to synthesize it. The reactants are: [Cl:1][C:2]1[CH:3]=[CH:4][C:5]2[N:11]3[C:12]([CH2:15][F:16])=[N:13][N:14]=[C:10]3[C@H:9]([CH2:17][C:18]3[S:19][C:20]([CH2:23][CH2:24][C:25]([O:27]C)=[O:26])=[CH:21][N:22]=3)[S:8][C@@H:7]([C:29]3[CH:34]=[CH:33][CH:32]=[C:31]([O:35][CH3:36])[C:30]=3[O:37][CH3:38])[C:6]=2[CH:39]=1.C(=O)([O-])[O-].[K+].[K+]. (10) Given the product [C:8]([O:12][C:13]([C:15]1[CH:19]=[CH:18][N:17]([CH2:20][C:21](=[O:38])[CH2:22][O:23][C:24]2[CH:29]=[CH:28][C:27]([CH2:30][CH2:31][CH2:32][CH2:33][CH2:34][CH2:35][CH2:36][CH3:37])=[CH:26][CH:25]=2)[CH:16]=1)=[O:14])([CH3:11])([CH3:10])[CH3:9], predict the reactants needed to synthesize it. The reactants are: C(OC(=O)C)(=O)C.[C:8]([O:12][C:13]([C:15]1[CH:19]=[CH:18][N:17]([CH2:20][CH:21]([OH:38])[CH2:22][O:23][C:24]2[CH:29]=[CH:28][C:27]([CH2:30][CH2:31][CH2:32][CH2:33][CH2:34][CH2:35][CH2:36][CH3:37])=[CH:26][CH:25]=2)[CH:16]=1)=[O:14])([CH3:11])([CH3:10])[CH3:9].C(=O)([O-])O.[Na+].[Na+].[Cl-].